From a dataset of Full USPTO retrosynthesis dataset with 1.9M reactions from patents (1976-2016). Predict the reactants needed to synthesize the given product. Given the product [Br:1][C:2]1[CH:3]=[N:4][C:5]2[N:6]([N:8]=[C:9]([C:11]([N:24]3[CH2:23][CH:22]=[C:21]([C:17]4[CH:18]=[CH:19][CH:20]=[C:15]([Cl:14])[CH:16]=4)[CH2:26][CH2:25]3)=[O:13])[CH:10]=2)[CH:7]=1, predict the reactants needed to synthesize it. The reactants are: [Br:1][C:2]1[CH:3]=[N:4][C:5]2[N:6]([N:8]=[C:9]([C:11]([OH:13])=O)[CH:10]=2)[CH:7]=1.[Cl:14][C:15]1[CH:16]=[C:17]([C:21]2[CH2:22][CH2:23][NH:24][CH2:25][CH:26]=2)[CH:18]=[CH:19][CH:20]=1.